This data is from Peptide-MHC class I binding affinity with 185,985 pairs from IEDB/IMGT. The task is: Regression. Given a peptide amino acid sequence and an MHC pseudo amino acid sequence, predict their binding affinity value. This is MHC class I binding data. (1) The peptide sequence is ISIPGDGKF. The MHC is HLA-A02:01 with pseudo-sequence HLA-A02:01. The binding affinity (normalized) is 0.0847. (2) The MHC is HLA-A25:01 with pseudo-sequence HLA-A25:01. The binding affinity (normalized) is 0.0847. The peptide sequence is SSDLRSWTF.